Dataset: Peptide-MHC class I binding affinity with 185,985 pairs from IEDB/IMGT. Task: Regression. Given a peptide amino acid sequence and an MHC pseudo amino acid sequence, predict their binding affinity value. This is MHC class I binding data. The peptide sequence is CTLNFPISPI. The MHC is HLA-A68:02 with pseudo-sequence HLA-A68:02. The binding affinity (normalized) is 0.574.